This data is from Catalyst prediction with 721,799 reactions and 888 catalyst types from USPTO. The task is: Predict which catalyst facilitates the given reaction. (1) Reactant: BrC(Br)(Br)Br.[Br:6][C:7]1[CH:12]=[CH:11][C:10](/[C:13](/[C:17]#[C:18][C:19]2[CH:24]=[CH:23][CH:22]=[CH:21][CH:20]=2)=[CH:14]/[CH2:15]O)=[CH:9][CH:8]=1.C1(P(C2C=CC=CC=2)C2C=CC=CC=2)C=CC=CC=1.C(N(CC)C(C)C)(C)C.O.[SH:54][C:55]1[CH:67]=[CH:66][C:58]([O:59][CH2:60][C:61]([O:63][CH2:64][CH3:65])=[O:62])=[C:57]([CH3:68])[CH:56]=1. Product: [Br:6][C:7]1[CH:12]=[CH:11][C:10](/[C:13](/[C:17]#[C:18][C:19]2[CH:24]=[CH:23][CH:22]=[CH:21][CH:20]=2)=[CH:14]/[CH2:15][S:54][C:55]2[CH:67]=[CH:66][C:58]([O:59][CH2:60][C:61]([O:63][CH2:64][CH3:65])=[O:62])=[C:57]([CH3:68])[CH:56]=2)=[CH:9][CH:8]=1. The catalyst class is: 539. (2) Reactant: Cl[C:2]1[O:3][C:4]2[C:5](=[C:7]([C:19]#[N:20])[C:8]([CH3:18])=[C:9]([C:12]3[CH:17]=[CH:16][CH:15]=[CH:14][CH:13]=3)[C:10]=2[F:11])[N:6]=1.C(N(C(C)C)CC)(C)C.[CH3:30][N:31]([CH3:38])[C:32](=[O:37])[CH2:33][CH2:34][NH:35][CH3:36]. Product: [C:19]([C:7]1[C:5]2[N:6]=[C:2]([N:35]([CH3:36])[CH2:34][CH2:33][C:32]([N:31]([CH3:38])[CH3:30])=[O:37])[O:3][C:4]=2[C:10]([F:11])=[C:9]([C:12]2[CH:17]=[CH:16][CH:15]=[CH:14][CH:13]=2)[C:8]=1[CH3:18])#[N:20]. The catalyst class is: 4. (3) Reactant: [F:1][C:2]1[CH:7]=[CH:6][C:5]([N:8]2[C:12]3=[N:13][CH:14]=[CH:15][C:16]([I:17])=[C:11]3[CH:10]=[N:9]2)=[CH:4][CH:3]=1.[Cl:18]N1C(=O)CCC1=O. Product: [Cl:18][C:10]1[C:11]2[C:12](=[N:13][CH:14]=[CH:15][C:16]=2[I:17])[N:8]([C:5]2[CH:4]=[CH:3][C:2]([F:1])=[CH:7][CH:6]=2)[N:9]=1. The catalyst class is: 39. (4) Reactant: [CH3:1][O:2][C:3]([C:5]1[N:6]([CH2:23][C:24]2[CH:29]=[C:28]([O:30][CH3:31])[CH:27]=[C:26]([O:32][CH3:33])[CH:25]=2)[C:7](=[O:22])[C:8]2[C:13]([C:14]=1[C:15]1[CH:20]=[CH:19][CH:18]=[CH:17][CH:16]=1)=[CH:12][C:11](Br)=[CH:10][CH:9]=2)=[O:4].[H][H]. Product: [CH3:1][O:2][C:3]([C:5]1[N:6]([CH2:23][C:24]2[CH:29]=[C:28]([O:30][CH3:31])[CH:27]=[C:26]([O:32][CH3:33])[CH:25]=2)[C:7](=[O:22])[C:8]2[C:13]([C:14]=1[C:15]1[CH:16]=[CH:17][CH:18]=[CH:19][CH:20]=1)=[CH:12][CH:11]=[CH:10][CH:9]=2)=[O:4]. The catalyst class is: 129. (5) Reactant: [NH2:1][C:2]([NH2:4])=[S:3].N[C@@H:6]([CH2:10][C:11]1[CH:16]=[CH:15][CH:14]=[CH:13][CH:12]=1)[CH:7](O)[CH3:8].C(N=C=S)(C)(C)C. Product: [CH2:10]([C@H:6]1[C@H:7]([CH3:8])[S:3][C:2]([NH2:4])=[N:1]1)[C:11]1[CH:16]=[CH:15][CH:14]=[CH:13][CH:12]=1. The catalyst class is: 8. (6) Reactant: [CH2:1]([C@@H:4]1[C@:12]([C:14]2[C:15]([F:21])=[N:16][CH:17]=[C:18]([Br:20])[CH:19]=2)([CH3:13])[N:11]=[C:10]([NH:22][C:23](=[O:29])[O:24][C:25]([CH3:28])([CH3:27])[CH3:26])[C:6]2([CH2:9][CH2:8][CH2:7]2)[S:5]1(=[O:31])=[O:30])[CH:2]=C.C(=O)(O)[O-:33].[Na+].[BH4-].[Na+]. Product: [Br:20][C:18]1[CH:19]=[C:14]([C@@:12]2([CH3:13])[N:11]=[C:10]([NH:22][C:23](=[O:29])[O:24][C:25]([CH3:28])([CH3:27])[CH3:26])[C:6]3([CH2:9][CH2:8][CH2:7]3)[S:5](=[O:31])(=[O:30])[C@@H:4]2[CH2:1][CH2:2][OH:33])[C:15]([F:21])=[N:16][CH:17]=1. The catalyst class is: 61.